Dataset: Full USPTO retrosynthesis dataset with 1.9M reactions from patents (1976-2016). Task: Predict the reactants needed to synthesize the given product. The reactants are: [NH2:1][CH:2]1[CH:9]2[CH2:10][CH:5]3[CH2:6][CH:7]([CH2:11][CH:3]1[CH2:4]3)[CH2:8]2.[S:12]1[C:16]([CH:17]=O)=[CH:15][CH:14]=[C:13]1[C:19]1[S:20][CH:21]=[CH:22][CH:23]=1. Given the product [S:12]1[C:16]([CH2:17][NH:1][CH:2]2[CH:3]3[CH2:11][CH:7]4[CH2:6][CH:5]([CH2:10][CH:9]2[CH2:8]4)[CH2:4]3)=[CH:15][CH:14]=[C:13]1[C:19]1[S:20][CH:21]=[CH:22][CH:23]=1, predict the reactants needed to synthesize it.